Dataset: Catalyst prediction with 721,799 reactions and 888 catalyst types from USPTO. Task: Predict which catalyst facilitates the given reaction. (1) Reactant: [CH:1]([C:3]1[CH:4]=[C:5]([C:10]2[CH:15]=[CH:14][C:13]([C:16]([O:18][CH3:19])=[O:17])=[CH:12][CH:11]=2)[CH:6]=[CH:7][C:8]=1[CH3:9])=[O:2].[BH4-].[Na+]. Product: [OH:2][CH2:1][C:3]1[CH:4]=[C:5]([C:10]2[CH:15]=[CH:14][C:13]([C:16]([O:18][CH3:19])=[O:17])=[CH:12][CH:11]=2)[CH:6]=[CH:7][C:8]=1[CH3:9]. The catalyst class is: 1. (2) Reactant: [Br:1][C:2]1[CH:7]=[CH:6][C:5]([CH:8]([OH:10])[CH3:9])=[C:4]([F:11])[CH:3]=1.[C:12]1(P([C:12]2[CH:17]=[CH:16][CH:15]=[CH:14][CH:13]=2)[C:12]2[CH:17]=[CH:16][CH:15]=[CH:14][CH:13]=2)[CH:17]=[CH:16][CH:15]=[CH:14][CH:13]=1.C1(O)C=CC=CC=1.N(C(OC(C)C)=O)=NC(OC(C)C)=O. Product: [Br:1][C:2]1[CH:7]=[CH:6][C:5]([CH:8]([O:10][C:12]2[CH:17]=[CH:16][CH:15]=[CH:14][CH:13]=2)[CH3:9])=[C:4]([F:11])[CH:3]=1. The catalyst class is: 7. (3) Reactant: [C:1](Cl)(=O)C.[CH:5]1[C:10]([CH2:11][C@H:12]([NH2:16])[C:13]([OH:15])=[O:14])=[CH:9][C:8]([OH:17])=[C:7]([OH:18])[CH:6]=1. Product: [CH3:1][O:14][C:13]([C@@H:12]([NH2:16])[CH2:11][C:10]1[CH:5]=[CH:6][C:7]([OH:18])=[C:8]([OH:17])[CH:9]=1)=[O:15]. The catalyst class is: 5. (4) Reactant: [C:1]([N:4]1[CH2:8][CH2:7][CH:6]([NH:9][C:10](=[O:16])[O:11][C:12]([CH3:15])([CH3:14])[CH3:13])[CH2:5]1)(=[O:3])[CH3:2].[C:17](Cl)(=O)[CH2:18][CH:19](C)C. Product: [CH3:17][CH:18]([CH3:19])[CH2:2][C:1]([N:4]1[CH2:8][CH2:7][CH:6]([NH:9][C:10](=[O:16])[O:11][C:12]([CH3:15])([CH3:14])[CH3:13])[CH2:5]1)=[O:3]. The catalyst class is: 27. (5) Reactant: [CH3:1][C:2](C)([O-:4])[CH3:3].[K+].[C:7]1(C)[CH:12]=CC(S(CC[N+]#[C-])(=O)=O)=C[CH:8]=1.[CH2:21](O)[CH3:22]. Product: [CH2:21]1[C:1]2([CH2:12][CH2:7][CH2:8][CH2:3][C:2]2=[O:4])[CH2:22]1. The catalyst class is: 16. (6) Reactant: [Cl:1][C:2]1[CH:3]=[CH:4][C:5]2[N:11](S(C3C=CC(C)=CC=3)(=O)=O)[CH2:10][CH2:9][CH2:8][C:7](=[O:22])[C:6]=2[CH:23]=1.S(=O)(=O)(O)O.O.[OH-].[Na+]. Product: [Cl:1][C:2]1[CH:3]=[CH:4][C:5]2[NH:11][CH2:10][CH2:9][CH2:8][C:7](=[O:22])[C:6]=2[CH:23]=1. The catalyst class is: 11. (7) Reactant: C([O:3][C:4]([C:6]1[N:7]=[CH:8][N:9]([C:11]2[CH:16]=[CH:15][CH:14]=[C:13]([C:17]3[CH:22]=[CH:21][N:20]=[C:19]([F:23])[CH:18]=3)[CH:12]=2)[CH:10]=1)=[O:5])C.[OH-].[K+]. Product: [F:23][C:19]1[CH:18]=[C:17]([C:13]2[CH:12]=[C:11]([N:9]3[CH:10]=[C:6]([C:4]([OH:5])=[O:3])[N:7]=[CH:8]3)[CH:16]=[CH:15][CH:14]=2)[CH:22]=[CH:21][N:20]=1. The catalyst class is: 8. (8) Reactant: C(N(C(C)C)CC)(C)C.CN(C(ON1N=NC2C=CC=CC1=2)=[N+](C)C)C.F[P-](F)(F)(F)(F)F.[OH:34][CH2:35][C:36]1[O:37][C:38](=[O:42])[O:39][C:40]=1[CH3:41].[CH3:43][N:44]([CH3:64])[CH:45]1[CH2:50][CH2:49][N:48]([C:51](=[O:63])[CH2:52][CH2:53][C:54]2[N:55]([CH2:59][C:60](O)=[O:61])[CH:56]=[CH:57][N:58]=2)[CH2:47][CH2:46]1.Cl. Product: [CH3:64][N:44]([CH3:43])[CH:45]1[CH2:50][CH2:49][N:48]([C:51](=[O:63])[CH2:52][CH2:53][C:54]2[N:55]([CH2:59][C:60]([O:34][CH2:35][C:36]3[O:37][C:38](=[O:42])[O:39][C:40]=3[CH3:41])=[O:61])[CH:56]=[CH:57][N:58]=2)[CH2:47][CH2:46]1. The catalyst class is: 22.